This data is from Reaction yield outcomes from USPTO patents with 853,638 reactions. The task is: Predict the reaction yield, written as a fraction of the theoretical maximum amount of product (1.0 means a 100% yield; for example, 0.34 means a 34% yield). (1) The reactants are Br[C:2]1[C:3]([N:9]2[CH2:13][CH2:12][CH2:11][CH2:10]2)=[N:4][CH:5]=[C:6]([Br:8])[N:7]=1.[NH2:14][CH:15]1[CH2:20][CH2:19][CH2:18][N:17]([C:21]([O:23][C:24]([CH3:27])([CH3:26])[CH3:25])=[O:22])[CH2:16]1. No catalyst specified. The product is [Br:8][C:6]1[N:7]=[C:2]([NH:14][CH:15]2[CH2:20][CH2:19][CH2:18][N:17]([C:21]([O:23][C:24]([CH3:27])([CH3:26])[CH3:25])=[O:22])[CH2:16]2)[C:3]([N:9]2[CH2:13][CH2:12][CH2:11][CH2:10]2)=[N:4][CH:5]=1. The yield is 0.240. (2) The reactants are Br[CH2:2][CH:3]([CH3:5])[CH3:4].[NH:6]1[C:10]([C:11]2[CH:12]=[C:13]([C:17]3[CH:18]=[CH:19][C:20]4[O:24][C:23]([C:25]5[CH:30]=[CH:29][C:28]([F:31])=[CH:27][CH:26]=5)=[C:22]([C:32]([NH:34][CH3:35])=[O:33])[C:21]=4[CH:36]=3)[CH:14]=[CH:15][CH:16]=2)=[N:9][N:8]=[N:7]1.C([O-])([O-])=O.[Na+].[Na+]. The catalyst is CN(C=O)C. The product is [F:31][C:28]1[CH:29]=[CH:30][C:25]([C:23]2[O:24][C:20]3[CH:19]=[CH:18][C:17]([C:13]4[CH:14]=[CH:15][CH:16]=[C:11]([C:10]5[N:9]=[N:8][N:7]([CH2:2][CH:3]([CH3:5])[CH3:4])[N:6]=5)[CH:12]=4)=[CH:36][C:21]=3[C:22]=2[C:32]([NH:34][CH3:35])=[O:33])=[CH:26][CH:27]=1. The yield is 0.380. (3) The reactants are [CH:1]([C:3]1[C:24]([CH3:25])=[CH:23][C:6]([O:7][CH2:8][C:9]2[CH:14]=[CH:13][CH:12]=[CH:11][C:10]=2/[C:15](=[CH:20]\[O:21][CH3:22])/[C:16]([O:18][CH3:19])=[O:17])=[C:5]([CH3:26])[CH:4]=1)=[O:2].[CH2:27]([Mg]Br)[CH3:28].Cl. The catalyst is O1CCCC1. The product is [OH:2][CH:1]([C:3]1[C:24]([CH3:25])=[CH:23][C:6]([O:7][CH2:8][C:9]2[CH:14]=[CH:13][CH:12]=[CH:11][C:10]=2/[C:15](=[CH:20]\[O:21][CH3:22])/[C:16]([O:18][CH3:19])=[O:17])=[C:5]([CH3:26])[CH:4]=1)[CH2:27][CH3:28]. The yield is 0.790.